This data is from NCI-60 drug combinations with 297,098 pairs across 59 cell lines. The task is: Regression. Given two drug SMILES strings and cell line genomic features, predict the synergy score measuring deviation from expected non-interaction effect. (1) Drug 1: CC12CCC(CC1=CCC3C2CCC4(C3CC=C4C5=CN=CC=C5)C)O. Drug 2: C1C(C(OC1N2C=C(C(=O)NC2=O)F)CO)O. Cell line: SK-OV-3. Synergy scores: CSS=43.3, Synergy_ZIP=9.35, Synergy_Bliss=9.97, Synergy_Loewe=-9.78, Synergy_HSA=9.57. (2) Drug 1: CCC1(C2=C(COC1=O)C(=O)N3CC4=CC5=C(C=CC(=C5CN(C)C)O)N=C4C3=C2)O.Cl. Drug 2: C1C(C(OC1N2C=NC(=NC2=O)N)CO)O. Cell line: DU-145. Synergy scores: CSS=63.9, Synergy_ZIP=2.95, Synergy_Bliss=4.32, Synergy_Loewe=-18.9, Synergy_HSA=5.67. (3) Drug 1: CC1=C(C(=CC=C1)Cl)NC(=O)C2=CN=C(S2)NC3=CC(=NC(=N3)C)N4CCN(CC4)CCO. Drug 2: C1CCC(C(C1)N)N.C(=O)(C(=O)[O-])[O-].[Pt+4]. Cell line: OVCAR-5. Synergy scores: CSS=19.3, Synergy_ZIP=-10.5, Synergy_Bliss=-0.0954, Synergy_Loewe=0.182, Synergy_HSA=1.56. (4) Drug 1: CC=C1C(=O)NC(C(=O)OC2CC(=O)NC(C(=O)NC(CSSCCC=C2)C(=O)N1)C(C)C)C(C)C. Drug 2: C1CCC(C(C1)N)N.C(=O)(C(=O)[O-])[O-].[Pt+4]. Cell line: UACC62. Synergy scores: CSS=78.8, Synergy_ZIP=0.893, Synergy_Bliss=4.55, Synergy_Loewe=4.57, Synergy_HSA=6.80.